Dataset: Forward reaction prediction with 1.9M reactions from USPTO patents (1976-2016). Task: Predict the product of the given reaction. (1) Given the reactants [NH2:1][C@H:2]([CH2:13][OH:14])[C:3]([NH:5][CH2:6][C:7]1[CH:12]=[CH:11][CH:10]=[CH:9][CH:8]=1)=[O:4].C(N(CC)CC)C.[C:22](Cl)(=[O:26])[O:23][CH2:24][CH3:25], predict the reaction product. The product is: [CH2:6]([NH:5][C:3](=[O:4])[C@H:2]([NH:1][C:22]([O:23][CH2:24][CH3:25])=[O:26])[CH2:13][OH:14])[C:7]1[CH:12]=[CH:11][CH:10]=[CH:9][CH:8]=1. (2) Given the reactants [NH:1]1[CH:5]=[C:4]([C:6]#[N:7])[N:3]=[CH:2]1.CC[O-].[Na+].Br[CH2:13][C:14]([O:16][CH2:17][CH3:18])=[O:15], predict the reaction product. The product is: [CH2:17]([O:16][C:14](=[O:15])[CH2:13][N:1]1[CH:5]=[C:4]([C:6]#[N:7])[N:3]=[CH:2]1)[CH3:18].